Dataset: Forward reaction prediction with 1.9M reactions from USPTO patents (1976-2016). Task: Predict the product of the given reaction. (1) Given the reactants Cl[CH2:2][CH2:3][NH:4][C:5]1[CH:10]=[CH:9][CH:8]=[CH:7][C:6]=1[C:11]#[CH:12].[CH3:13][NH:14][CH3:15].C1COCC1.[I-].[Na+].C(=O)([O-])[O-].[Na+].[Na+], predict the reaction product. The product is: [C:11]([C:6]1[CH:7]=[CH:8][CH:9]=[CH:10][C:5]=1[NH:4][CH2:3][CH2:2][N:14]([CH3:15])[CH3:13])#[CH:12]. (2) Given the reactants [H-].[Na+].[N:3]1([CH2:8][CH2:9][CH2:10][CH2:11][C:12]2[CH:17]=[CH:16][C:15]([OH:18])=[CH:14][CH:13]=2)[CH:7]=[CH:6][N:5]=[N:4]1.Cl[CH2:20][C:21]1[C:22]([CH3:37])=[N:23][C:24]([C:27]2[CH:32]=[CH:31][C:30]([C:33]([F:36])([F:35])[F:34])=[CH:29][CH:28]=2)=[CH:25][CH:26]=1.O, predict the reaction product. The product is: [CH3:37][C:22]1[C:21]([CH2:20][O:18][C:15]2[CH:14]=[CH:13][C:12]([CH2:11][CH2:10][CH2:9][CH2:8][N:3]3[CH:7]=[CH:6][N:5]=[N:4]3)=[CH:17][CH:16]=2)=[CH:26][CH:25]=[C:24]([C:27]2[CH:32]=[CH:31][C:30]([C:33]([F:35])([F:36])[F:34])=[CH:29][CH:28]=2)[N:23]=1. (3) Given the reactants [CH2:1]([N:4]1[C:12]2[C:7](=[CH:8][C:9]([N+:13]([O-])=O)=[CH:10][CH:11]=2)[C:6](=[O:16])[NH:5]1)[CH:2]=[CH2:3].[H][H].[C:19]1([C:25]2[O:26][C:27]([C:33]([F:36])([F:35])[F:34])=[C:28]([C:30](O)=[O:31])[N:29]=2)[CH:24]=[CH:23][CH:22]=[CH:21][CH:20]=1.C(N(CC)CC)C.ClC(OCC(C)C)=O, predict the reaction product. The product is: [O:16]=[C:6]1[C:7]2[C:12](=[CH:11][CH:10]=[C:9]([NH:13][C:30]([C:28]3[N:29]=[C:25]([C:19]4[CH:24]=[CH:23][CH:22]=[CH:21][CH:20]=4)[O:26][C:27]=3[C:33]([F:35])([F:36])[F:34])=[O:31])[CH:8]=2)[N:4]([CH2:1][CH2:2][CH3:3])[NH:5]1. (4) Given the reactants [C:1]([C:3]1[CH:8]=[CH:7][CH:6]=[CH:5][C:4]=1[C:9]1[CH:14]=[CH:13][C:12]([CH2:15][CH:16]([C:22](=O)[CH2:23][CH2:24][CH3:25])[C:17](OCC)=[O:18])=[CH:11][CH:10]=1)#[N:2].[CH3:27][CH:28]1[CH2:33][CH:32]([NH:34][C:35]2[NH:39][CH:38]=[N:37][N:36]=2)[CH2:31][CH2:30][O:29]1, predict the reaction product. The product is: [CH3:27][CH:28]1[CH2:33][CH:32]([N:34]2[C:17](=[O:18])[C:16]([CH2:15][C:12]3[CH:13]=[CH:14][C:9]([C:4]4[C:3]([C:1]#[N:2])=[CH:8][CH:7]=[CH:6][CH:5]=4)=[CH:10][CH:11]=3)=[C:22]([CH2:23][CH2:24][CH3:25])[N:36]3[N:37]=[CH:38][N:39]=[C:35]23)[CH2:31][CH2:30][O:29]1. (5) Given the reactants [Cl:1][C:2]1[CH:7]=[CH:6][CH:5]=[CH:4][C:3]=1[C:8]1[C:21](=[O:22])[N:20]([CH:23]2[CH2:25][CH2:24]2)[C:11]2[N:12]=[C:13](S(C)(=O)=O)[N:14]=[CH:15][C:10]=2[CH:9]=1.[CH3:26][N:27]1[CH2:32][CH:31]2[CH:29]([CH:30]2[NH2:33])[CH2:28]1, predict the reaction product. The product is: [Cl:1][C:2]1[CH:7]=[CH:6][CH:5]=[CH:4][C:3]=1[C:8]1[C:21](=[O:22])[N:20]([CH:23]2[CH2:25][CH2:24]2)[C:11]2[N:12]=[C:13]([NH:33][CH:30]3[CH:31]4[CH:29]3[CH2:28][N:27]([CH3:26])[CH2:32]4)[N:14]=[CH:15][C:10]=2[CH:9]=1. (6) Given the reactants [CH:1]1([N:7]([CH2:21][CH2:22][C:23]2[CH:28]=CC=C[CH:24]=2)[C:8](=[O:20])[NH:9][C:10]2[S:11][C:12]([S:15][CH2:16][C:17]([OH:19])=[O:18])=[CH:13][N:14]=2)[CH2:6][CH2:5][CH2:4][CH2:3][CH2:2]1.C(=O)CC(C)C.[CH2:35]([O:37][CH2:38][C@H]1CC[C@H](N)CC1)[CH3:36].COCC1CCC(N(CCC(C)C)C(=O)NC2SC(SCC(O)=O)=CN=2)CC1.C(OC(=O)CSC1SC(N)=NC=1)C, predict the reaction product. The product is: [CH2:35]([O:37][CH2:38][C@H:4]1[CH2:3][CH2:2][C@H:1]([N:7]([CH2:21][CH2:22][CH:23]([CH3:24])[CH3:28])[C:8](=[O:20])[NH:9][C:10]2[S:11][C:12]([S:15][CH2:16][C:17]([OH:19])=[O:18])=[CH:13][N:14]=2)[CH2:6][CH2:5]1)[CH3:36]. (7) Given the reactants [CH:1]12[CH2:10][CH:5]3[CH2:6][CH:7]([CH2:9][CH:3]([CH2:4]3)[C:2]1=O)[CH2:8]2.C1(C)C=CC(S([CH2:21][N+:22]#[C-])(=O)=O)=CC=1.CCO.CC([O-])(C)C.[K+], predict the reaction product. The product is: [CH:1]12[CH2:10][CH:5]3[CH2:6][CH:7]([CH2:9][CH:3]([CH2:4]3)[CH:2]1[C:21]#[N:22])[CH2:8]2. (8) Given the reactants Cl.Cl.[NH2:3][CH2:4][CH2:5][CH2:6][CH2:7][N:8]1[C:18](=[O:19])[C:17]2[N:20]3[C:10](=[CH:11][N:12]=[C:13]3[CH:14]=[CH:15][CH:16]=2)[C:9]1=[O:21].C(N(CC)CC)C.[F:29][C:30]([F:37])([F:36])[CH2:31][S:32](Cl)(=[O:34])=[O:33], predict the reaction product. The product is: [F:29][C:30]([F:37])([F:36])[CH2:31][S:32]([NH:3][CH2:4][CH2:5][CH2:6][CH2:7][N:8]1[C:18](=[O:19])[C:17]2[N:20]3[C:10](=[CH:11][N:12]=[C:13]3[CH:14]=[CH:15][CH:16]=2)[C:9]1=[O:21])(=[O:34])=[O:33]. (9) The product is: [O:13]([CH2:12][CH2:11][CH2:10][CH2:9][O:8][C:4]1[CH:5]=[N:6][CH:7]=[C:2]([N:32]2[CH2:37][CH2:36][NH:35][CH2:34][CH2:33]2)[N:3]=1)[C:14]1[CH:19]=[CH:18][CH:17]=[CH:16][CH:15]=1. Given the reactants Cl[C:2]1[CH:7]=[N:6][CH:5]=[C:4]([O:8][CH2:9][CH2:10][CH2:11][CH2:12][O:13][C:14]2[CH:19]=[CH:18][CH:17]=[CH:16][CH:15]=2)[N:3]=1.O(CCCCO)C1C=CC=CC=1.[NH:32]1[CH2:37][CH2:36][NH:35][CH2:34][CH2:33]1.C([O-])([O-])=O.[K+].[K+].[H-].[H-].[H-].[H-].[Li+].[Al+3], predict the reaction product.